Task: Predict which catalyst facilitates the given reaction.. Dataset: Catalyst prediction with 721,799 reactions and 888 catalyst types from USPTO Reactant: [F:1][C:2]1[C:7]([CH2:8][OH:9])=[C:6]([I:10])[CH:5]=[CH:4][N:3]=1.N1C=CN=C1.[CH3:16][C:17]([Si:20](Cl)([CH3:22])[CH3:21])([CH3:19])[CH3:18].C(OCC)C. Product: [Si:20]([O:9][CH2:8][C:7]1[C:2]([F:1])=[N:3][CH:4]=[CH:5][C:6]=1[I:10])([C:17]([CH3:19])([CH3:18])[CH3:16])([CH3:22])[CH3:21]. The catalyst class is: 2.